This data is from Reaction yield outcomes from USPTO patents with 853,638 reactions. The task is: Predict the reaction yield, written as a fraction of the theoretical maximum amount of product (1.0 means a 100% yield; for example, 0.34 means a 34% yield). (1) The reactants are [Cl:1][C:2]1[N:7]=[C:6]([N:8]2[CH2:13][CH2:12][O:11][CH2:10][C@H:9]2[CH3:14])[CH:5]=[C:4]([CH2:15][S:16][CH3:17])[N:3]=1.C1C=C(Cl)C=C(C(OO)=[O:26])C=1. The catalyst is C(Cl)Cl.C1C=C(Cl)C=C(C(OO)=O)C=1. The product is [Cl:1][C:2]1[N:7]=[C:6]([N:8]2[CH2:13][CH2:12][O:11][CH2:10][C@H:9]2[CH3:14])[CH:5]=[C:4]([CH2:15][S@@:16]([CH3:17])=[O:26])[N:3]=1. The yield is 0.290. (2) The reactants are Br[C:2]1[C:10]2[O:9][CH:8]([CH2:11][NH:12][C:13](=[O:15])[O-:14])[CH2:7][C:6]=2[CH:5]=[CH:4][CH:3]=1.[Cl:16][C:17]1[CH:22]=[CH:21][C:20]([Cl:23])=[CH:19][C:18]=1B(O)O. No catalyst specified. The product is [Cl:16][C:17]1[CH:22]=[CH:21][C:20]([Cl:23])=[CH:19][C:18]=1[C:2]1[C:10]2[O:9][CH:8]([CH2:11][NH:12][C:13](=[O:15])[O:14][CH2:7][C:6]3[CH:10]=[CH:2][CH:3]=[CH:4][CH:5]=3)[CH2:7][C:6]=2[CH:5]=[CH:4][CH:3]=1. The yield is 0.270. (3) The reactants are [CH3:1][C:2]1[C:10]2[C:5](=[CH:6][CH:7]=[C:8]([C:11]3[N:16]=[N:15][C:14]([O:17][C@@H:18]4[CH:23]5[CH2:24][CH2:25][N:20]([CH2:21][CH2:22]5)[CH2:19]4)=[CH:13][CH:12]=3)[CH:9]=2)[NH:4][N:3]=1.[C:26]([OH:33])(=[O:32])/[CH:27]=[CH:28]/[C:29]([OH:31])=[O:30]. The catalyst is CCOC(C)=O.CO. The product is [C:26]([OH:33])(=[O:32])/[CH:27]=[CH:28]/[C:29]([OH:31])=[O:30].[CH3:1][C:2]1[C:10]2[C:5](=[CH:6][CH:7]=[C:8]([C:11]3[N:16]=[N:15][C:14]([O:17][C@@H:18]4[CH:23]5[CH2:22][CH2:21][N:20]([CH2:25][CH2:24]5)[CH2:19]4)=[CH:13][CH:12]=3)[CH:9]=2)[NH:4][N:3]=1. The yield is 0.650. (4) The reactants are [C:1]([C:5]1[CH:6]=[C:7]([C:16]2[N:20]([CH2:21][CH:22]3[CH2:27][CH2:26][CH2:25][CH2:24][CH2:23]3)[N:19]=[C:18]([C:28]([O:30][CH3:31])=[O:29])[N:17]=2)[CH:8]=[C:9]([CH3:15])[C:10]=1[O:11]COC)([CH3:4])([CH3:3])[CH3:2].Cl. The catalyst is O1CCOCC1. The product is [C:1]([C:5]1[CH:6]=[C:7]([C:16]2[N:20]([CH2:21][CH:22]3[CH2:23][CH2:24][CH2:25][CH2:26][CH2:27]3)[N:19]=[C:18]([C:28]([O:30][CH3:31])=[O:29])[N:17]=2)[CH:8]=[C:9]([CH3:15])[C:10]=1[OH:11])([CH3:4])([CH3:2])[CH3:3]. The yield is 0.900.